From a dataset of Full USPTO retrosynthesis dataset with 1.9M reactions from patents (1976-2016). Predict the reactants needed to synthesize the given product. (1) Given the product [CH2:17]([N:19]1[CH:23]=[C:22]([S:24]([N:27]2[CH2:36][CH2:35][C:34]3[C@:29]([C:47]([C:2]4[CH:7]=[C:6]([C:8]([F:11])([F:10])[F:9])[CH:5]=[CH:4][N:3]=4)=[O:48])([CH2:30][C:31]4[CH:39]=[N:38][N:37]([C:40]5[CH:41]=[CH:42][C:43]([F:46])=[CH:44][CH:45]=5)[C:32]=4[CH:33]=3)[CH2:28]2)(=[O:25])=[O:26])[CH:21]=[N:20]1)[CH3:18], predict the reactants needed to synthesize it. The reactants are: Br[C:2]1[CH:7]=[C:6]([C:8]([F:11])([F:10])[F:9])[CH:5]=[CH:4][N:3]=1.C([Li])CCC.[CH2:17]([N:19]1[CH:23]=[C:22]([S:24]([N:27]2[CH2:36][CH2:35][C:34]3[C@:29]([C:47](OC)=[O:48])([CH2:30][C:31]4[CH:39]=[N:38][N:37]([C:40]5[CH:45]=[CH:44][C:43]([F:46])=[CH:42][CH:41]=5)[C:32]=4[CH:33]=3)[CH2:28]2)(=[O:26])=[O:25])[CH:21]=[N:20]1)[CH3:18].O. (2) Given the product [C:18]([N:21]1[CH2:26][CH2:25][N:24]([C:28]2[CH:33]=[CH:32][C:31]([N+:34]([O-:36])=[O:35])=[CH:30][C:29]=2[CH3:37])[CH2:23][CH2:22]1)(=[O:20])[CH3:19], predict the reactants needed to synthesize it. The reactants are: F[P-](F)(F)(F)(F)F.C([N+]1C=CN(C)C=1)CCC.[C:18]([N:21]1[CH2:26][CH2:25][NH:24][CH2:23][CH2:22]1)(=[O:20])[CH3:19].F[C:28]1[CH:33]=[CH:32][C:31]([N+:34]([O-:36])=[O:35])=[CH:30][C:29]=1[CH3:37]. (3) The reactants are: [N:1]([C:4]1[CH:5]=[C:6]([C@:10]23[CH2:18][O:17][CH2:16][C@H:15]2[CH2:14][S:13][C:12]([NH:19][C:20](=[O:27])[C:21]2[CH:26]=[CH:25][CH:24]=[CH:23][CH:22]=2)=[N:11]3)[CH:7]=[CH:8][CH:9]=1)=[N+]=[N-]. Given the product [NH2:1][C:4]1[CH:5]=[C:6]([C@:10]23[CH2:18][O:17][CH2:16][C@H:15]2[CH2:14][S:13][C:12]([NH:19][C:20](=[O:27])[C:21]2[CH:22]=[CH:23][CH:24]=[CH:25][CH:26]=2)=[N:11]3)[CH:7]=[CH:8][CH:9]=1, predict the reactants needed to synthesize it. (4) Given the product [NH2:1][C:2]1[N:7]=[C:6]([C:8]2[O:9][CH:10]=[CH:11][CH:12]=2)[C:5]([C:13]#[N:14])=[C:4]([NH:24][CH2:23][CH2:22][NH:21][CH:18]([CH3:20])[CH3:19])[N:3]=1, predict the reactants needed to synthesize it. The reactants are: [NH2:1][C:2]1[N:7]=[C:6]([C:8]2[O:9][CH:10]=[CH:11][CH:12]=2)[C:5]([C:13]#[N:14])=[C:4](S(C)=O)[N:3]=1.[CH:18]([NH:21][CH2:22][CH2:23][NH2:24])([CH3:20])[CH3:19]. (5) Given the product [CH3:17][O:16][C:10]1[CH:9]=[C:8]([C:6]2[N:7]=[C:2]([NH:30][C:31]3[CH:41]=[CH:40][C:34]4[O:35][CH2:36][C:37](=[O:39])[NH:38][C:33]=4[CH:32]=3)[C:3]3[NH:20][N:19]=[CH:18][C:4]=3[N:5]=2)[CH:13]=[CH:12][C:11]=1[O:14][CH3:15], predict the reactants needed to synthesize it. The reactants are: Cl[C:2]1[C:3]2[C:4](=[CH:18][N:19](CC3C=CC(OC)=CC=3)[N:20]=2)[N:5]=[C:6]([C:8]2[CH:13]=[CH:12][C:11]([O:14][CH3:15])=[C:10]([O:16][CH3:17])[CH:9]=2)[N:7]=1.[NH2:30][C:31]1[CH:41]=[CH:40][C:34]2[O:35][CH2:36][C:37](=[O:39])[NH:38][C:33]=2[CH:32]=1.Cl.